Predict the product of the given reaction. From a dataset of Forward reaction prediction with 1.9M reactions from USPTO patents (1976-2016). (1) Given the reactants [NH2:1][C:2]1[CH:7]=[CH:6][N:5]=[C:4]([NH:8][CH2:9][CH2:10][CH2:11][O:12][C:13]2[CH:29]=[CH:28][C:16]3[CH2:17][C@H:18]([CH2:23][C:24]([O:26]C)=[O:25])[C:19](=[O:22])[NH:20][CH2:21][C:15]=3[CH:14]=2)[CH:3]=1.N1C=CC=CC=1NCCCOC1C=CC2CC(CC(OCC)=O)C(=O)NCC=2C=1, predict the reaction product. The product is: [NH2:1][C:2]1[CH:7]=[CH:6][N:5]=[C:4]([NH:8][CH2:9][CH2:10][CH2:11][O:12][C:13]2[CH:29]=[CH:28][C:16]3[CH2:17][C@H:18]([CH2:23][C:24]([OH:26])=[O:25])[C:19](=[O:22])[NH:20][CH2:21][C:15]=3[CH:14]=2)[CH:3]=1. (2) The product is: [C:2]([C:4]1[CH:9]=[CH:8][C:7]([NH:28][C:23]2[CH:24]=[CH:25][CH:15]=[CH:16][C:17]=2[C:18]([O:20][CH2:21][CH3:22])=[O:19])=[C:6]([N+:11]([O-:13])=[O:12])[CH:5]=1)(=[O:3])[CH3:1]. Given the reactants [CH3:1][C:2]([C:4]1[CH:9]=[CH:8][C:7](F)=[C:6]([N+:11]([O-:13])=[O:12])[CH:5]=1)=[O:3].N[C:15]1[CH:16]=[C:17]([CH:23]=[CH:24][CH:25]=1)[C:18]([O:20][CH2:21][CH3:22])=[O:19].C([N:28](CC)CC)C.C(O)C, predict the reaction product.